Dataset: NCI-60 drug combinations with 297,098 pairs across 59 cell lines. Task: Regression. Given two drug SMILES strings and cell line genomic features, predict the synergy score measuring deviation from expected non-interaction effect. Drug 1: CS(=O)(=O)CCNCC1=CC=C(O1)C2=CC3=C(C=C2)N=CN=C3NC4=CC(=C(C=C4)OCC5=CC(=CC=C5)F)Cl. Drug 2: CC1CCCC2(C(O2)CC(NC(=O)CC(C(C(=O)C(C1O)C)(C)C)O)C(=CC3=CSC(=N3)C)C)C. Cell line: SF-539. Synergy scores: CSS=59.4, Synergy_ZIP=6.00, Synergy_Bliss=5.52, Synergy_Loewe=-32.2, Synergy_HSA=4.61.